From a dataset of Full USPTO retrosynthesis dataset with 1.9M reactions from patents (1976-2016). Predict the reactants needed to synthesize the given product. Given the product [N:27]([C@H:16]1[CH2:15][CH2:14][C@H:13]([C:23]([O:25][CH3:26])=[O:24])[C@H:12]([NH:11][C:9]([O:8][CH2:1][C:2]2[CH:7]=[CH:6][CH:5]=[CH:4][CH:3]=2)=[O:10])[CH2:17]1)=[N+:28]=[N-:29], predict the reactants needed to synthesize it. The reactants are: [CH2:1]([O:8][C:9]([NH:11][C@@H:12]1[CH2:17][C@H:16](OS(C)(=O)=O)[CH2:15][CH2:14][C@@H:13]1[C:23]([O:25][CH3:26])=[O:24])=[O:10])[C:2]1[CH:7]=[CH:6][CH:5]=[CH:4][CH:3]=1.[N-:27]=[N+:28]=[N-:29].[Na+].C([O-])(O)=O.[Na+].O.